Dataset: Forward reaction prediction with 1.9M reactions from USPTO patents (1976-2016). Task: Predict the product of the given reaction. (1) Given the reactants [F:1][C:2]1[C:3]([NH2:8])=[N:4][CH:5]=[CH:6][CH:7]=1.[Br:9]N1C(=O)CCC1=O, predict the reaction product. The product is: [Br:9][C:6]1[CH:7]=[C:2]([F:1])[C:3]([NH2:8])=[N:4][CH:5]=1. (2) Given the reactants CC([PH+](C(C)(C)C)CCCS([O-])(=O)=O)(C)C.Br[C:18]1[CH:39]=[C:38]2[C:21]([CH2:22][C:23]3([C:31]42[N:35]=[C:34]([NH2:36])[C:33]([CH3:37])=[N:32]4)[CH2:28][CH2:27][C:26]([F:30])([F:29])[CH2:25][CH2:24]3)=[CH:20][CH:19]=1.[Cl:40][C:41]1[CH:42]=[C:43](B(O)O)[CH:44]=[N:45][CH:46]=1.C([O-])([O-])=O.[K+].[K+], predict the reaction product. The product is: [Cl:40][C:41]1[CH:42]=[C:43]([C:18]2[CH:39]=[C:38]3[C:21]([CH2:22][C:23]4([C:31]53[N:35]=[C:34]([NH2:36])[C:33]([CH3:37])=[N:32]5)[CH2:24][CH2:25][C:26]([F:30])([F:29])[CH2:27][CH2:28]4)=[CH:20][CH:19]=2)[CH:44]=[N:45][CH:46]=1. (3) Given the reactants Cl.[F:2][C:3]1[CH:8]=[CH:7][C:6]([NH:9]N)=[CH:5][CH:4]=1.[O:11]1[C:20]2[C:15](=[CH:16][CH:17]=[CH:18][CH:19]=2)[C:14](=O)[CH2:13][CH2:12]1, predict the reaction product. The product is: [F:2][C:3]1[CH:8]=[C:7]2[C:6](=[CH:5][CH:4]=1)[NH:9][C:14]1[C:15]3[CH:16]=[CH:17][CH:18]=[CH:19][C:20]=3[O:11][CH2:12][C:13]2=1. (4) The product is: [C:1]([NH:5][C:6]([C:8]1[C:16]2[C:11](=[N:12][CH:13]=[C:14]([NH:17][C:18]3[NH:22][N:21]=[C:20]([CH3:23])[CH:19]=3)[N:15]=2)[NH:10][CH:9]=1)=[O:7])([CH3:4])([CH3:3])[CH3:2]. Given the reactants [C:1]([NH:5][C:6]([C:8]1[C:16]2[C:11](=[N:12][CH:13]=[C:14]([NH:17][C:18]3[NH:22][N:21]=[C:20]([CH3:23])[CH:19]=3)[N:15]=2)[N:10](COCC[Si](C)(C)C)[CH:9]=1)=[O:7])([CH3:4])([CH3:3])[CH3:2].FC(F)(F)C(O)=O, predict the reaction product. (5) Given the reactants [NH2:1][C@@H:2]1[C:9](=[O:10])[N:8]2[C@@H:3]1[S:4][CH2:5][C:6](/[CH:14]=[C:15]1/[C:16](=[O:36])[N:17]([C@@H:20]3[CH2:24][CH2:23][N:22]([C:25]([O:27][CH2:28][C:29]4[O:30][C:31](=[O:35])[O:32][C:33]=4[CH3:34])=[O:26])[CH2:21]3)[CH2:18][CH2:19]/1)=[C:7]2[C:11]([OH:13])=[O:12].C[Si](C([Si](C)(C)C)C(N)=O)(C)C.Cl.[C:50]([O:69][N:70]=[C:71]([C:75]1[N:79]=[C:78]([NH2:80])[S:77][N:76]=1)[C:72](Cl)=[O:73])([C:63]1[CH:68]=[CH:67][CH:66]=[CH:65][CH:64]=1)([C:57]1[CH:62]=[CH:61][CH:60]=[CH:59][CH:58]=1)[C:51]1[CH:56]=[CH:55][CH:54]=[CH:53][CH:52]=1.O, predict the reaction product. The product is: [NH2:80][C:78]1[S:77][N:76]=[C:75](/[C:71](=[N:70]/[O:69][C:50]([C:57]2[CH:62]=[CH:61][CH:60]=[CH:59][CH:58]=2)([C:51]2[CH:52]=[CH:53][CH:54]=[CH:55][CH:56]=2)[C:63]2[CH:68]=[CH:67][CH:66]=[CH:65][CH:64]=2)/[C:72]([NH:1][C@@H:2]2[C:9](=[O:10])[N:8]3[C@@H:3]2[S:4][CH2:5][C:6](/[CH:14]=[C:15]2/[C:16](=[O:36])[N:17]([C@@H:20]4[CH2:24][CH2:23][N:22]([C:25]([O:27][CH2:28][C:29]5[O:30][C:31](=[O:35])[O:32][C:33]=5[CH3:34])=[O:26])[CH2:21]4)[CH2:18][CH2:19]/2)=[C:7]3[C:11]([OH:13])=[O:12])=[O:73])[N:79]=1. (6) Given the reactants [C:1]([C:5]1[N:6]=[C:7]([N:16]2[CH2:20][CH2:19][C:18]([F:22])([F:21])[CH2:17]2)[C:8]2[N:13]=[N:12][N:11]([CH2:14][CH3:15])[C:9]=2[N:10]=1)([CH3:4])([CH3:3])[CH3:2].C(C1N=C(N2CCC(F)(F)C2)C2N=NNC=2N=1)(C)(C)C.BrC[C:45]1[CH:50]=[CH:49][CH:48]=C[C:46]=1[O:51][C:52]([F:55])([F:54])[F:53], predict the reaction product. The product is: [C:1]([C:5]1[N:6]=[C:7]([N:16]2[CH2:20][CH2:19][C:18]([F:21])([F:22])[CH2:17]2)[C:8]2[N:13]=[N:12][N:11]([CH2:14][C:15]3[CH:48]=[CH:49][CH:50]=[CH:45][C:46]=3[O:51][C:52]([F:55])([F:54])[F:53])[C:9]=2[N:10]=1)([CH3:2])([CH3:3])[CH3:4].